From a dataset of CYP1A2 inhibition data for predicting drug metabolism from PubChem BioAssay. Regression/Classification. Given a drug SMILES string, predict its absorption, distribution, metabolism, or excretion properties. Task type varies by dataset: regression for continuous measurements (e.g., permeability, clearance, half-life) or binary classification for categorical outcomes (e.g., BBB penetration, CYP inhibition). Dataset: cyp1a2_veith. (1) The result is 1 (inhibitor). The compound is O=C(N/N=C\c1ccc2c(c1)CCC2)c1ccccc1O. (2) The compound is CCCOc1ccc(OC(=O)c2ccc(Br)o2)cc1. The result is 1 (inhibitor). (3) The compound is Cc1cccc(CNc2ncncc2-c2ccccc2CN(C)C)c1. The result is 1 (inhibitor). (4) The result is 1 (inhibitor). The drug is CCOc1ccc2nc(SCc3ccccc3C#N)sc2c1.